This data is from Peptide-MHC class I binding affinity with 185,985 pairs from IEDB/IMGT. The task is: Regression. Given a peptide amino acid sequence and an MHC pseudo amino acid sequence, predict their binding affinity value. This is MHC class I binding data. (1) The peptide sequence is CPFLFLMLL. The MHC is HLA-B54:01 with pseudo-sequence HLA-B54:01. The binding affinity (normalized) is 0.542. (2) The peptide sequence is YTPGPGIRY. The MHC is HLA-A02:06 with pseudo-sequence HLA-A02:06. The binding affinity (normalized) is 0.113. (3) The peptide sequence is TLWAIINTI. The MHC is HLA-A02:01 with pseudo-sequence HLA-A02:01. The binding affinity (normalized) is 0.793. (4) The peptide sequence is STPEPLNDVAK. The MHC is Mamu-A02 with pseudo-sequence Mamu-A02. The binding affinity (normalized) is 0. (5) The peptide sequence is ALIFILLTAV. The MHC is HLA-A02:01 with pseudo-sequence HLA-A02:01. The binding affinity (normalized) is 0.792.